The task is: Predict the reaction yield, written as a fraction of the theoretical maximum amount of product (1.0 means a 100% yield; for example, 0.34 means a 34% yield).. This data is from Reaction yield outcomes from USPTO patents with 853,638 reactions. (1) The reactants are [Cl:1][C:2]1[C:3]([O:12][C:13]2[CH:18]=[C:17]([O:19][CH2:20][CH2:21][CH2:22][O:23][CH3:24])[CH:16]=[CH:15][C:14]=2[CH2:25][CH2:26][C:27](OCC)=[O:28])=[N:4][CH:5]=[C:6]([C:8]([F:11])([F:10])[F:9])[CH:7]=1.C1(C)C=CC=CC=1.[H-].C([Al+]CC(C)C)C(C)C.CO.O. The catalyst is C(OCC)C. The product is [Cl:1][C:2]1[C:3]([O:12][C:13]2[CH:18]=[C:17]([O:19][CH2:20][CH2:21][CH2:22][O:23][CH3:24])[CH:16]=[CH:15][C:14]=2[CH2:25][CH2:26][CH2:27][OH:28])=[N:4][CH:5]=[C:6]([C:8]([F:10])([F:9])[F:11])[CH:7]=1. The yield is 0.870. (2) The reactants are Br[CH2:2][C:3](=O)[CH2:4][CH2:5][CH2:6][N:7]1[C:11](=[O:12])[C:10]2=[CH:13][CH:14]=[CH:15][CH:16]=[C:9]2[C:8]1=[O:17].[NH2:19][C:20]([NH2:22])=[S:21]. The catalyst is CN(C=O)C. The product is [NH2:22][C:20]1[S:21][CH:2]=[C:3]([CH2:4][CH2:5][CH2:6][N:7]2[C:11](=[O:12])[C:10]3=[CH:13][CH:14]=[CH:15][CH:16]=[C:9]3[C:8]2=[O:17])[N:19]=1. The yield is 0.970. (3) The reactants are [Cl:1][C:2]1[CH:14]=[C:13]2[C:5]([C:6]3[CH2:7][CH2:8][CH2:9][C:10]([C:30]([F:33])([F:32])[F:31])([O:25][Si](C)(C)C)[C:11]=3[N:12]2S(C2C=CC(C)=CC=2)(=O)=O)=[CH:4][C:3]=1[F:34].[OH-].[K+].CCO. The catalyst is C1COCC1.O. The product is [Cl:1][C:2]1[CH:14]=[C:13]2[C:5]([C:6]3[CH2:7][CH2:8][CH2:9][C:10]([C:30]([F:33])([F:31])[F:32])([OH:25])[C:11]=3[NH:12]2)=[CH:4][C:3]=1[F:34]. The yield is 0.370.